Dataset: Forward reaction prediction with 1.9M reactions from USPTO patents (1976-2016). Task: Predict the product of the given reaction. (1) Given the reactants [Br:1][C:2]1[CH:7]=[CH:6][C:5]([CH2:8][C@H:9]([NH:13][C:14]([O:16][C:17]([CH3:20])([CH3:19])[CH3:18])=[O:15])[C:10](O)=[O:11])=[CH:4][CH:3]=1.C[N+:22]1(C2N=C(OC)N=C(OC)N=2)CCOCC1.[Cl-].N.O, predict the reaction product. The product is: [NH2:22][C:10](=[O:11])[C@@H:9]([NH:13][C:14](=[O:15])[O:16][C:17]([CH3:20])([CH3:19])[CH3:18])[CH2:8][C:5]1[CH:6]=[CH:7][C:2]([Br:1])=[CH:3][CH:4]=1. (2) Given the reactants [Br:1][C:2]1[CH:3]=[CH:4][CH:5]=[C:6]2[C:11]=1[N:10]=[C:9]([CH3:12])[CH:8]=[CH:7]2.O.[Se](=O)=[O:15], predict the reaction product. The product is: [Br:1][C:2]1[CH:3]=[CH:4][CH:5]=[C:6]2[C:11]=1[N:10]=[C:9]([CH:12]=[O:15])[CH:8]=[CH:7]2. (3) Given the reactants [CH3:1][C:2]1([CH3:28])[C:10]2[C:5](=[CH:6][C:7]([N+:11]([O-:13])=[O:12])=[CH:8][CH:9]=2)[N:4]([CH2:14][CH:15]2[CH2:20][CH2:19][N:18](C(OC(C)(C)C)=O)[CH2:17][CH2:16]2)[CH2:3]1, predict the reaction product. The product is: [CH3:1][C:2]1([CH3:28])[C:10]2[C:5](=[CH:6][C:7]([N+:11]([O-:13])=[O:12])=[CH:8][CH:9]=2)[N:4]([CH2:14][CH:15]2[CH2:20][CH2:19][NH:18][CH2:17][CH2:16]2)[CH2:3]1.